Dataset: Reaction yield outcomes from USPTO patents with 853,638 reactions. Task: Predict the reaction yield, written as a fraction of the theoretical maximum amount of product (1.0 means a 100% yield; for example, 0.34 means a 34% yield). (1) The reactants are [C:1]([C:4]1[CH:9]=[CH:8][CH:7]=[CH:6][C:5]=1[NH2:10])(=[O:3])[CH3:2].[BH4-].[Na+].O. The catalyst is CO. The product is [NH2:10][C:5]1[CH:6]=[CH:7][CH:8]=[CH:9][C:4]=1[CH:1]([OH:3])[CH3:2]. The yield is 0.800. (2) The reactants are [CH:1]1([N:6]2[CH2:11][CH2:10][N:9]([C:12]([C:14]3[CH:15]=[C:16]4[C:20](=[CH:21][CH:22]=3)[NH:19][C:18]([C:23]([N:25]3[CH2:30][CH2:29][S:28](=[O:32])(=[O:31])[CH2:27][CH2:26]3)=[O:24])=[CH:17]4)=[O:13])[CH2:8][CH2:7]2)[CH2:5][CH2:4][CH2:3][CH2:2]1.[F:33][C:34]([F:45])([F:44])[C:35]1[CH:40]=[CH:39][C:38](B(O)O)=[CH:37][CH:36]=1.N1C=CC=CC=1. The catalyst is ClCCl.C([O-])(=O)C.[Cu+2].C([O-])(=O)C. The product is [CH:1]1([N:6]2[CH2:7][CH2:8][N:9]([C:12]([C:14]3[CH:15]=[C:16]4[C:20](=[CH:21][CH:22]=3)[N:19]([C:38]3[CH:39]=[CH:40][C:35]([C:34]([F:45])([F:44])[F:33])=[CH:36][CH:37]=3)[C:18]([C:23]([N:25]3[CH2:30][CH2:29][S:28](=[O:31])(=[O:32])[CH2:27][CH2:26]3)=[O:24])=[CH:17]4)=[O:13])[CH2:10][CH2:11]2)[CH2:2][CH2:3][CH2:4][CH2:5]1. The yield is 0.150. (3) The yield is 0.650. The product is [NH2:19][C:12]1[C:11]([N+:23]([O-:25])=[O:24])=[C:10]2[C:15]([C:16](=[O:18])[CH:17]=[C:1]([C:2]3[CH:3]=[CH:4][CH:5]=[CH:6][CH:7]=3)[O:9]2)=[CH:14][CH:13]=1. The catalyst is N1C=CC=CC=1. The reactants are [C:1]([O:9][C:10]1[C:15]([C:16](=[O:18])[CH3:17])=[CH:14][CH:13]=[C:12]([NH:19]C(=O)C)[C:11]=1[N+:23]([O-:25])=[O:24])(=O)[C:2]1[CH:7]=[CH:6][CH:5]=[CH:4][CH:3]=1.[OH-].[K+].Cl. (4) The reactants are [C:1]([O:4][CH2:5][C:6]1[C:7]([N:29]2[CH2:41][CH2:40][N:32]3[C:33]4[CH2:34][CH2:35][CH2:36][CH2:37][C:38]=4[CH:39]=[C:31]3[C:30]2=[O:42])=[N:8][CH:9]=[CH:10][C:11]=1[C:12]1[CH:17]=[C:16]([NH:18][C:19]2[CH:23]=C(C3CC3)N[N:20]=2)[C:15](=[O:27])[N:14]([CH3:28])[CH:13]=1)(=[O:3])[CH3:2].BrC1C=C(NC2C=[CH:57][C:56]([N:59]3[CH2:64][CH2:63][N:62]([CH2:65][C:66]([OH:69])([CH3:68])[CH3:67])[CH2:61][CH2:60]3)=[CH:55]N=2)C(=O)N(C)C=1.C(OCC1C(N2CCN3C4CCCCC=4C=C3C2=O)=NC=CC=1B1OC(C)(C)C(C)(C)O1)(=O)C. No catalyst specified. The product is [C:1]([O:4][CH2:5][C:6]1[C:7]([N:29]2[CH2:41][CH2:40][N:32]3[C:33]4[CH2:34][CH2:35][CH2:36][CH2:37][C:38]=4[CH:39]=[C:31]3[C:30]2=[O:42])=[N:8][CH:9]=[CH:10][C:11]=1[C:12]1[CH:17]=[C:16]([NH:18][C:19]2[CH:23]=[CH:55][C:56]([N:59]3[CH2:64][CH2:63][N:62]([CH2:65][C:66]([OH:69])([CH3:67])[CH3:68])[CH2:61][CH2:60]3)=[CH:57][N:20]=2)[C:15](=[O:27])[N:14]([CH3:28])[CH:13]=1)(=[O:3])[CH3:2]. The yield is 0.630.